Dataset: CYP2C19 inhibition data for predicting drug metabolism from PubChem BioAssay. Task: Regression/Classification. Given a drug SMILES string, predict its absorption, distribution, metabolism, or excretion properties. Task type varies by dataset: regression for continuous measurements (e.g., permeability, clearance, half-life) or binary classification for categorical outcomes (e.g., BBB penetration, CYP inhibition). Dataset: cyp2c19_veith. (1) The compound is S=C(CSc1ccccc1)Nc1cccc2ccccc12. The result is 1 (inhibitor). (2) The drug is CS(=O)(=O)N1CCC2(CCN(c3ccccc3)CC2)CC1. The result is 0 (non-inhibitor). (3) The molecule is O=C(O)[C@@H](O)Cc1ccccn1. The result is 0 (non-inhibitor). (4) The molecule is COC(=O)[C@@]1(Cc2ccc(F)cc2)[C@H]2c3cc(C(=O)N4CCCC4)n(CCc4c[nH]c5ccccc45)c3C[C@H]2CN1C(=O)c1ccccc1. The result is 1 (inhibitor). (5) The molecule is Cc1ccc(CN2CC34C=CC(O3)C(C(=O)NCc3ccc5c(c3)OCO5)C4C2=O)cc1. The result is 1 (inhibitor). (6) The drug is CCC(=O)Nc1ccc(/C(C)=N\NS(=O)(=O)c2ccc(C)cc2)cc1. The result is 1 (inhibitor). (7) The compound is COc1cccc(-c2nc(N(C)C)c3ccccc3n2)c1. The result is 1 (inhibitor).